From a dataset of Reaction yield outcomes from USPTO patents with 853,638 reactions. Predict the reaction yield, written as a fraction of the theoretical maximum amount of product (1.0 means a 100% yield; for example, 0.34 means a 34% yield). (1) The yield is 0.407. The reactants are O.O.[Sn](Cl)Cl.[CH3:6][C:7]([C:11]1[C:16]([C:17]([F:20])([F:19])[F:18])=[CH:15][C:14]([N+:21]([O-])=O)=[CH:13][N:12]=1)([CH3:10])[C:8]#[N:9].[OH-].[Na+]. The catalyst is CC(=O)OCC. The product is [NH2:21][C:14]1[CH:15]=[C:16]([C:17]([F:20])([F:18])[F:19])[C:11]([C:7]([CH3:10])([CH3:6])[C:8]#[N:9])=[N:12][CH:13]=1. (2) The reactants are [O:1]=[C:2]1[N:6]2[CH2:7][C@H:8]([C:11]([OH:13])=O)[CH2:9][CH2:10][C@H:5]2[CH:4]([CH:14]=[CH2:15])[O:3]1.C(Cl)(C(Cl)=O)=O.Cl.[Cl:23][C:24]1[C:25]([CH2:30][NH2:31])=[N:26][CH:27]=[CH:28][N:29]=1.CCN(CC)CC. The catalyst is C(Cl)Cl.C1COCC1. The product is [Cl:23][C:24]1[C:25]([CH2:30][NH:31][C:11]([C@H:8]2[CH2:7][N:6]3[C:2](=[O:1])[O:3][CH:4]([CH:14]=[CH2:15])[C@@H:5]3[CH2:10][CH2:9]2)=[O:13])=[N:26][CH:27]=[CH:28][N:29]=1. The yield is 0.314. (3) The reactants are [OH-].[Na+].[CH:3]1([C:8]2[C:13]([C:14]([O:16]C)=[O:15])=[CH:12][N:11]=[C:10]([NH:18][C@H:19]3[CH2:23][CH2:22][O:21][CH2:20]3)[N:9]=2)[CH2:7][CH2:6][CH2:5][CH2:4]1. The catalyst is CO. The product is [CH:3]1([C:8]2[C:13]([C:14]([OH:16])=[O:15])=[CH:12][N:11]=[C:10]([NH:18][C@H:19]3[CH2:23][CH2:22][O:21][CH2:20]3)[N:9]=2)[CH2:4][CH2:5][CH2:6][CH2:7]1. The yield is 0.950. (4) The reactants are [CH2:1]([NH:5][C:6](=[O:15])[C@@H:7]([OH:14])[C@@H:8]([NH2:13])[CH2:9][CH2:10][CH2:11][CH3:12])[CH2:2][CH2:3][CH3:4].[N:16]1([C:22]([NH:24][C:25]2([C:31](O)=[O:32])[CH2:30][CH2:29][CH2:28][CH2:27][CH2:26]2)=[O:23])[CH2:21][CH2:20][O:19][CH2:18][CH2:17]1.ON1C2C=CC=CC=2N=N1.C(N=C=NCCCN(C)C)C. The catalyst is ClCCl. The product is [OH:14][C@@H:7]([C@@H:8]([NH:13][C:31]([C:25]1([NH:24][C:22]([N:16]2[CH2:21][CH2:20][O:19][CH2:18][CH2:17]2)=[O:23])[CH2:26][CH2:27][CH2:28][CH2:29][CH2:30]1)=[O:32])[CH2:9][CH2:10][CH2:11][CH3:12])[C:6]([NH:5][CH2:1][CH2:2][CH2:3][CH3:4])=[O:15]. The yield is 0.890. (5) The reactants are Cl[C:2]1[CH:7]=[CH:6][CH:5]=[C:4]([O:8][CH3:9])[N:3]=1.[CH2:10]([O:17][C:18]1[CH:23]=[CH:22][C:21]([CH:24]=[O:25])=[CH:20][C:19]=1B(O)O)[C:11]1[CH:16]=[CH:15][CH:14]=[CH:13][CH:12]=1. No catalyst specified. The product is [CH2:10]([O:17][C:18]1[CH:19]=[CH:20][C:21]([CH:24]=[O:25])=[CH:22][C:23]=1[C:2]1[CH:7]=[CH:6][CH:5]=[C:4]([O:8][CH3:9])[N:3]=1)[C:11]1[CH:12]=[CH:13][CH:14]=[CH:15][CH:16]=1. The yield is 0.640. (6) The reactants are [C:1]([O:5][CH2:6][CH2:7][N:8]1[CH2:13][CH2:12][CH:11]([CH2:14][CH2:15][O:16][C:17]2[CH:26]=[C:25]3[C:20]([C:21]([NH:27][C:28]4[CH:32]=[C:31]([CH2:33][C:34]([OH:36])=O)[NH:30][N:29]=4)=[N:22][CH:23]=[N:24]3)=[CH:19][C:18]=2[O:37][CH3:38])[CH2:10][CH2:9]1)([CH3:4])([CH3:3])[CH3:2].[F:39][C:40]1[CH:41]=[C:42]([CH:44]=[CH:45][CH:46]=1)[NH2:43].Cl.CN(C)CCCN=C=NCC.OC1C=CC=C[N+]=1[O-]. The catalyst is CN(C)C=O.ClCCl. The product is [C:1]([O:5][CH2:6][CH2:7][N:8]1[CH2:13][CH2:12][CH:11]([CH2:14][CH2:15][O:16][C:17]2[CH:26]=[C:25]3[C:20]([C:21]([NH:27][C:28]4[CH:32]=[C:31]([CH2:33][C:34]([NH:43][C:42]5[CH:44]=[CH:45][CH:46]=[C:40]([F:39])[CH:41]=5)=[O:36])[NH:30][N:29]=4)=[N:22][CH:23]=[N:24]3)=[CH:19][C:18]=2[O:37][CH3:38])[CH2:10][CH2:9]1)([CH3:4])([CH3:2])[CH3:3]. The yield is 0.650. (7) The reactants are C(OC([N:11]1[CH2:16][CH2:15][N:14]([CH3:17])[CH2:13][CH:12]1[C:18]([C:20]1[O:21][C:22]2[CH:28]=[CH:27][C:26]([F:29])=[CH:25][C:23]=2[CH:24]=1)=[O:19])=O)C1C=CC=CC=1.CO. The catalyst is C(OCC)(=O)C.[Pd]. The product is [F:29][C:26]1[CH:27]=[CH:28][C:22]2[O:21][C:20]([CH:18]([CH:12]3[CH2:13][N:14]([CH3:17])[CH2:15][CH2:16][NH:11]3)[OH:19])=[CH:24][C:23]=2[CH:25]=1. The yield is 0.900. (8) The reactants are C(Cl)Cl.[F:4][C:5]1[CH:6]=[C:7]([OH:12])[CH:8]=[C:9]([F:11])[CH:10]=1.[N+:13]([O-])([OH:15])=[O:14].[F:17][C:18]1[CH:19]=[C:20]([OH:28])[CH:21]=[C:22]([F:27])[C:23]=1[N+:24]([O-:26])=[O:25]. The catalyst is CCCCCC.C(OCC)(=O)C.O. The product is [F:17][C:18]1[CH:19]=[C:20]([OH:28])[CH:21]=[C:22]([F:27])[C:23]=1[N+:24]([O-:26])=[O:25].[F:4][C:5]1[C:6]([N+:13]([O-:15])=[O:14])=[C:7]([OH:12])[CH:8]=[C:9]([F:11])[CH:10]=1. The yield is 0.270.